This data is from Experimentally validated miRNA-target interactions with 360,000+ pairs, plus equal number of negative samples. The task is: Binary Classification. Given a miRNA mature sequence and a target amino acid sequence, predict their likelihood of interaction. (1) The miRNA is rno-miR-21-3p with sequence CAACAGCAGUCGAUGGGCUGUC. The protein sequence of the target gene is MKFISTSLLLMLLVSSLSPVQGVLEVYYTSLRCRCVQESSVFIPRRFIDRIQILPRGNGCPRKEIIVWKKNKSIVCVDPQAEWIQRMMEVLRKRSSSTLPVPVFKRKIP. Result: 0 (no interaction). (2) The miRNA is hsa-miR-4527 with sequence UGGUCUGCAAAGAGAUGACUGU. The protein sequence of the target gene is MCSTSGCDLEEIPLDDDDLNTIEFKILAYYTRHHVFKSTPALFSPKLLRTRSLSQRGLGNCSANESWTEVSWPCRNSQSSEKAINLGKKKSSWKAFFGVVEKEDSQSTPAKVSAQGQRTLEYQDSHSQQWSRCLSNVEQCLEHEAVDPKVISIANRVAEIVYSWPPPQATQAGGFKSKEIFVTEGLSFQLQGHVPVASSSKKDEEEQILAKIVELLKYSGDQLERKLKKDKALMGHFQDGLSYSVFKTITDQVLMGVDPRGESEVKAQGFKAALVIDVTAKLTAIDNHPMNRVLGFGTKY.... Result: 1 (interaction). (3) The miRNA is hsa-miR-184 with sequence UGGACGGAGAACUGAUAAGGGU. The protein sequence of the target gene is MASVAWAVLKVLLLLPTQTWSPVGAGNPPDCDAPLASALPRSSFSSSSELSSSHGPGFSRLNRRDGAGGWTPLVSNKYQWLQIDLGERMEVTAVATQGGYGSSDWVTSYLLMFSDGGRNWKQYRREESIWGFPGNTNADSVVHYRLQPPFEARFLRFLPLAWNPRGRIGMRIEVYGCAYKSEVVYFDGQSALLYRLDKKPLKPIRDVISLKFKAMQSNGILLHREGQHGNHITLELIKGKLVFFLNSGNAKLPSTIAPVTLTLGSLLDDQHWHSVLIELLDTQVNFTVDKHTHHFQAKGD.... Result: 0 (no interaction). (4) Result: 1 (interaction). The protein sequence of the target gene is MAEAAEPEGVAPGPQGPPEVPAPLAERPGEPGAAGGEAEGPEGSEGAEEAPRGAAAVKEAGGGGPDRGPEAEARGTRGAHGETEAEEGAPEGAEVPQGGEETSGAQQVEGASPGRGAQGEPRGEAQREPEDSAAPERQEEAEQRPEVPEGSASGEAGDSVDAEGPLGDNIEAEGPAGDSVEAEGRVGDSVDAEGPAGDSVDAEGPLGDNIQAEGPAGDSVDAEGRVGDSVDAEGPAGDSVDAEGRVGDSVEAGDPAGDGVEAGVPAGDSVEAEGPAGDSMDAEGPAGRARRVSGEPQQSG.... The miRNA is hsa-miR-574-5p with sequence UGAGUGUGUGUGUGUGAGUGUGU. (5) The miRNA is hsa-miR-204-5p with sequence UUCCCUUUGUCAUCCUAUGCCU. The protein sequence of the target gene is MKENYCLQAALVCLSMLYHSQAFALERRSHLHPSFHGHHEKGKEGQVLQRSKRGWVWNQFFVIEEYTGPDPVLVGRLHSDIDSGDGNIKYILSGEGAGTIFVIDDKSGNIHATKTLDREERAQYTLMAQAVDRDTNRPLEPPSEFIVKVQDINDNPPEFLHEIYHANVPERSNVGTSVIQVTASDADDPTYGNSAKLVYSILEGQPYFSVEAQTGIIRTALPNMDREAKEEYHVVIQAKDMGGHMGGLSGTTKVTITLTDVNDNPPKFPQSVYQMSVSEAAVPGEEVGRVKAKDPDIGEN.... Result: 0 (no interaction).